From a dataset of Forward reaction prediction with 1.9M reactions from USPTO patents (1976-2016). Predict the product of the given reaction. (1) Given the reactants C([O:5][C:6](=[O:34])[C:7]([CH3:33])([CH3:32])[CH2:8][NH:9][C:10]([C:12]1[N:13]=[C:14]([C:30]#[N:31])[C:15]2[C:20]([C:21]=1[OH:22])=[CH:19][CH:18]=[C:17]([O:23][CH:24]1[CH2:29][CH2:28][CH2:27][CH2:26][CH2:25]1)[CH:16]=2)=[O:11])(C)(C)C, predict the reaction product. The product is: [C:30]([C:14]1[C:15]2[C:20](=[CH:19][CH:18]=[C:17]([O:23][CH:24]3[CH2:25][CH2:26][CH2:27][CH2:28][CH2:29]3)[CH:16]=2)[C:21]([OH:22])=[C:12]([C:10]([NH:9][CH2:8][C:7]([CH3:33])([CH3:32])[C:6]([OH:34])=[O:5])=[O:11])[N:13]=1)#[N:31]. (2) Given the reactants CN(C(ON1N=NC2C=CC=NC1=2)=[N+](C)C)C.F[P-](F)(F)(F)(F)F.[I:25][C:26]1[CH:34]=[CH:33][C:29]([C:30](O)=[O:31])=[C:28]([NH:35][S:36]([C:39]2[C:40]3[N:41]=[CH:42][CH:43]=[N:44][C:45]=3[CH:46]=[CH:47][CH:48]=2)(=[O:38])=[O:37])[CH:27]=1.Cl.[F:50][C:51]1[CH:56]=[C:55]([F:57])[CH:54]=[CH:53][C:52]=1[C@H:58]([NH2:60])[CH3:59], predict the reaction product. The product is: [F:50][C:51]1[CH:56]=[C:55]([F:57])[CH:54]=[CH:53][C:52]=1[C@H:58]([NH:60][C:30](=[O:31])[C:29]1[CH:33]=[CH:34][C:26]([I:25])=[CH:27][C:28]=1[NH:35][S:36]([C:39]1[C:40]2[N:41]=[CH:42][CH:43]=[N:44][C:45]=2[CH:46]=[CH:47][CH:48]=1)(=[O:38])=[O:37])[CH3:59]. (3) Given the reactants O(P(O[C:18]1[N:19]([C:24]([O:26][C:27]([CH3:30])([CH3:29])[CH3:28])=[O:25])[CH2:20][CH2:21][O:22][CH:23]=1)(OC1C=CC=CC=1)=O)C1C=CC=CC=1.[OH:31][C:32]1[CH:33]=[C:34](B(O)O)[CH:35]=[CH:36][CH:37]=1, predict the reaction product. The product is: [OH:31][C:32]1[CH:37]=[C:36]([C:18]2[N:19]([C:24]([O:26][C:27]([CH3:28])([CH3:29])[CH3:30])=[O:25])[CH2:20][CH2:21][O:22][CH:23]=2)[CH:35]=[CH:34][CH:33]=1.